From a dataset of Forward reaction prediction with 1.9M reactions from USPTO patents (1976-2016). Predict the product of the given reaction. (1) The product is: [CH3:8][O:7][C:6]1[N:5]([C:9]2[CH:24]=[CH:23][C:12]([C:13]([NH:15][CH2:16][CH:17]3[CH2:22][CH2:21][O:20][CH2:19][CH2:18]3)=[O:14])=[CH:11][N:10]=2)[N:4]=[CH:3][C:2]=1[C:30]1[CH:29]=[CH:28][N:27]=[C:26]([CH3:25])[CH:31]=1. Given the reactants Br[C:2]1[CH:3]=[N:4][N:5]([C:9]2[CH:24]=[CH:23][C:12]([C:13]([NH:15][CH2:16][CH:17]3[CH2:22][CH2:21][O:20][CH2:19][CH2:18]3)=[O:14])=[CH:11][N:10]=2)[C:6]=1[O:7][CH3:8].[CH3:25][C:26]1[CH:31]=[C:30](B(O)O)[CH:29]=[CH:28][N:27]=1.C(=O)(O)[O-].[Na+], predict the reaction product. (2) The product is: [OH:22][C:23]1[C:39]([C:3](=[O:2])[CH2:4][CH3:5])=[CH:38][C:26]2[CH2:27][CH2:28][N:29]([C:32](=[O:37])[C:33]([F:34])([F:35])[F:36])[CH2:30][CH2:31][C:25]=2[CH:24]=1. Given the reactants C[O:2][C:3]1C=CC2CCN(C(OC(C)(C)C)=O)CC[C:5]=2[CH:4]=1.C[O:22][C:23]1[CH:39]=[CH:38][C:26]2[CH2:27][CH2:28][N:29]([C:32](=[O:37])[C:33]([F:36])([F:35])[F:34])[CH2:30][CH2:31][C:25]=2[CH:24]=1.[Al+3].[Cl-].[Cl-].[Cl-].C(Cl)(=O)CC.Cl, predict the reaction product. (3) Given the reactants [CH2:1]([O:3][C:4](=[O:36])[CH2:5][C:6]1[CH:11]=[CH:10][C:9]([NH:12][C:13]2[CH:18]=[C:17]([N:19]3[CH2:24][CH2:23][N:22](C(OC(C)(C)C)=O)[C@H:21]([CH3:32])[CH2:20]3)[N:16]=[C:15]3[CH2:33][CH2:34][CH2:35][C:14]=23)=[CH:8][CH:7]=1)C, predict the reaction product. The product is: [CH3:32][C@H:21]1[NH:22][CH2:23][CH2:24][N:19]([C:17]2[N:16]=[C:15]3[CH2:33][CH2:34][CH2:35][C:14]3=[C:13]([NH:12][C:9]3[CH:10]=[CH:11][C:6]([CH2:5][C:4]([O:3][CH3:1])=[O:36])=[CH:7][CH:8]=3)[CH:18]=2)[CH2:20]1. (4) Given the reactants [OH:1][C:2]1[CH:11]=[CH:10][C:5]([C:6]([O:8][CH3:9])=[O:7])=[CH:4][CH:3]=1.[Br:12][CH2:13][CH2:14][CH2:15]Br.C(=O)([O-])[O-].[K+].[K+], predict the reaction product. The product is: [Br:12][CH2:13][CH2:14][CH2:15][O:1][C:2]1[CH:3]=[CH:4][C:5]([C:6]([O:8][CH3:9])=[O:7])=[CH:10][CH:11]=1. (5) The product is: [NH2:1][C:4]1[CH:5]=[CH:6][C:7]2[C:13](=[O:14])[N:12]3[CH2:15][C@H:16]([C:19]([O:21][CH3:22])=[O:20])[CH2:17][CH2:18][C@H:11]3[CH2:10][CH2:9][C:8]=2[N:23]=1. Given the reactants [N:1]([C:4]1[CH:5]=[CH:6][C:7]2[C:13](=[O:14])[N:12]3[CH2:15][C@H:16]([C:19]([O:21][CH3:22])=[O:20])[CH2:17][CH2:18][C@H:11]3[CH2:10][CH2:9][C:8]=2[N:23]=1)=[N+]=[N-], predict the reaction product.